Predict the reactants needed to synthesize the given product. From a dataset of Full USPTO retrosynthesis dataset with 1.9M reactions from patents (1976-2016). Given the product [Cl:16][C:12]1[CH:11]=[C:10]([C@@H:8]2[C@@H:7]([C:17]3[CH:18]=[CH:19][C:20]([Cl:23])=[CH:21][CH:22]=3)[N:6]([CH:24]([CH2:27][CH3:28])[CH2:25][CH3:26])[C:5](=[O:29])[C@:4]([CH2:48][C:46]([OH:45])=[O:47])([CH3:1])[CH2:9]2)[CH:15]=[CH:14][CH:13]=1, predict the reactants needed to synthesize it. The reactants are: [CH2:1]([C@@:4]1(C)[CH2:9][C@H:8]([C:10]2[CH:15]=[CH:14][CH:13]=[C:12]([Cl:16])[CH:11]=2)[C@@H:7]([C:17]2[CH:22]=[CH:21][C:20]([Cl:23])=[CH:19][CH:18]=2)[N:6]([CH:24]([CH2:27][CH3:28])[CH2:25][CH3:26])[C:5]1=[O:29])C=C.C(Cl)(Cl)(Cl)Cl.I([O-])(=O)(=O)=O.[Na+].Cl.CC[O:45][C:46]([CH3:48])=[O:47].